This data is from Reaction yield outcomes from USPTO patents with 853,638 reactions. The task is: Predict the reaction yield, written as a fraction of the theoretical maximum amount of product (1.0 means a 100% yield; for example, 0.34 means a 34% yield). The reactants are [Cl:1][C:2]1[CH:8]=[CH:7][C:5]([NH2:6])=[CH:4][C:3]=1[N+:9]([O-:11])=[O:10].C1COCC1.ClCCCl.C(N(CC)CC)C.Cl.[CH3:29][N:30]([CH3:35])[CH2:31][C:32](Cl)=[O:33]. The catalyst is CN(C1C=CN=CC=1)C.ClCCl. The product is [Cl:1][C:2]1[CH:8]=[CH:7][C:5]([NH:6][C:32](=[O:33])[CH2:31][N:30]([CH3:35])[CH3:29])=[CH:4][C:3]=1[N+:9]([O-:11])=[O:10]. The yield is 0.670.